This data is from Forward reaction prediction with 1.9M reactions from USPTO patents (1976-2016). The task is: Predict the product of the given reaction. (1) Given the reactants C(N[C:5]1[C:6]([N+:16]([O-:18])=[O:17])=[C:7]([C:11]([Cl:15])=[CH:12][C:13]=1[Cl:14])[C:8]([OH:10])=[O:9])(=O)C.[OH-:19].[K+].Cl, predict the reaction product. The product is: [Cl:14][C:13]1[CH:12]=[C:11]([Cl:15])[C:7]([C:8]([OH:10])=[O:9])=[C:6]([N+:16]([O-:18])=[O:17])[C:5]=1[OH:19]. (2) Given the reactants [C:1]([O:4][C@H:5]1[C@H:11]([O:12][C:13](=[O:15])[CH3:14])[C@@H:10]([O:16][C:17](=[O:19])[CH3:18])[C@:9]2([C:21]3[CH:26]=[CH:25][C:24]([Cl:27])=[C:23]([CH2:28][C:29]4[CH:34]=[CH:33][C:32]([O:35][C:36]5[CH:41]=[CH:40][C:39]([C:42](=O)[CH3:43])=[CH:38][CH:37]=5)=[CH:31][CH:30]=4)[CH:22]=3)[O:20][C@@:6]1([CH2:45][O:46][C:47](=[O:49])[CH3:48])[CH2:7][O:8]2)(=[O:3])[CH3:2].N1C=CC=CC=1.Cl.[CH2:57]([O:59][NH2:60])[CH3:58], predict the reaction product. The product is: [C:1]([O:4][C@H:5]1[C@H:11]([O:12][C:13](=[O:15])[CH3:14])[C@@H:10]([O:16][C:17](=[O:19])[CH3:18])[C@:9]2([C:21]3[CH:26]=[CH:25][C:24]([Cl:27])=[C:23]([CH2:28][C:29]4[CH:34]=[CH:33][C:32]([O:35][C:36]5[CH:41]=[CH:40][C:39]([C:42](=[N:60][O:59][CH2:57][CH3:58])[CH3:43])=[CH:38][CH:37]=5)=[CH:31][CH:30]=4)[CH:22]=3)[O:20][C@@:6]1([CH2:45][O:46][C:47](=[O:49])[CH3:48])[CH2:7][O:8]2)(=[O:3])[CH3:2]. (3) Given the reactants [C:1]12([CH:11]([OH:24])[CH2:12][NH:13][C:14]3[C:15]4[CH2:23][CH2:22][NH:21][CH2:20][C:16]=4[N:17]=[CH:18][N:19]=3)[CH2:10][CH:5]3[CH2:6][CH:7]([CH2:9][CH:3]([CH2:4]3)[CH2:2]1)[CH2:8]2.[C:25]([O:29][C:30]([NH:32][C@@H:33]([C:35](O)=[O:36])[CH3:34])=[O:31])([CH3:28])([CH3:27])[CH3:26].O.ON1C2C=CC=CC=2N=N1.Cl.CN(C)CCCN=C=NCC.C(N(CC)C(C)C)(C)C, predict the reaction product. The product is: [C:25]([O:29][C:30](=[O:31])[NH:32][C@H:33]([CH3:34])[C:35]([N:21]1[CH2:22][CH2:23][C:15]2[C:14]([NH:13][CH2:12][CH:11]([C:1]34[CH2:2][CH:3]5[CH2:4][CH:5]([CH2:6][CH:7]([CH2:9]5)[CH2:8]3)[CH2:10]4)[OH:24])=[N:19][CH:18]=[N:17][C:16]=2[CH2:20]1)=[O:36])([CH3:28])([CH3:26])[CH3:27]. (4) Given the reactants [NH2:1][C@H:2]([CH2:4][OH:5])[CH3:3].[C:6](O[C:6]([O:8][C:9]([CH3:12])([CH3:11])[CH3:10])=[O:7])([O:8][C:9]([CH3:12])([CH3:11])[CH3:10])=[O:7].C(N(CC)CC)C, predict the reaction product. The product is: [OH:5][CH2:4][C@@H:2]([NH:1][C:6](=[O:7])[O:8][C:9]([CH3:12])([CH3:11])[CH3:10])[CH3:3]. (5) Given the reactants [CH3:1][O:2][C:3]([C:5]1[CH:10]([C:11]2[CH:16]=[CH:15][C:14]([C:17]#[N:18])=[CH:13][C:12]=2[CH:19]=[O:20])[N:9]2[C:21](=[O:24])[NH:22][N:23]=[C:8]2[N:7]([C:25]2[CH:30]=[CH:29][CH:28]=[C:27]([C:31]([F:34])([F:33])[F:32])[CH:26]=2)[C:6]=1[CH3:35])=[O:4].[BH4-].[Na+], predict the reaction product. The product is: [CH3:1][O:2][C:3]([C:5]1[CH:10]([C:11]2[CH:16]=[CH:15][C:14]([C:17]#[N:18])=[CH:13][C:12]=2[CH2:19][OH:20])[N:9]2[C:21](=[O:24])[NH:22][N:23]=[C:8]2[N:7]([C:25]2[CH:30]=[CH:29][CH:28]=[C:27]([C:31]([F:33])([F:32])[F:34])[CH:26]=2)[C:6]=1[CH3:35])=[O:4].